Dataset: Forward reaction prediction with 1.9M reactions from USPTO patents (1976-2016). Task: Predict the product of the given reaction. (1) Given the reactants [Br:1][C:2]1[CH:7]=[CH:6][C:5]([C:8]2[CH:13]=[CH:12][C:11]([C:14]3[N:15]=[C:16]([C@@H:19]4[CH2:23][CH2:22][CH2:21][N:20]4C(OC(C)(C)C)=O)[NH:17][CH:18]=3)=[CH:10][CH:9]=2)=[CH:4][CH:3]=1.[ClH:31], predict the reaction product. The product is: [ClH:31].[Br:1][C:2]1[CH:3]=[CH:4][C:5]([C:8]2[CH:9]=[CH:10][C:11]([C:14]3[N:15]=[C:16]([C@@H:19]4[CH2:23][CH2:22][CH2:21][NH:20]4)[NH:17][CH:18]=3)=[CH:12][CH:13]=2)=[CH:6][CH:7]=1. (2) Given the reactants [CH2:1]([O:8][C:9]1[C:10]([C:18]([O:20][CH3:21])=[O:19])=[N:11][NH:12][C:13]=1[C:14]([O:16]C)=[O:15])[C:2]1[CH:7]=[CH:6][CH:5]=[CH:4][CH:3]=1.Cl.C(OCC)(=O)C, predict the reaction product. The product is: [CH2:1]([O:8][C:9]1[C:13]([C:14]([OH:16])=[O:15])=[N:12][NH:11][C:10]=1[C:18]([O:20][CH3:21])=[O:19])[C:2]1[CH:3]=[CH:4][CH:5]=[CH:6][CH:7]=1. (3) Given the reactants [CH3:1][O:2][C:3]1[CH:8]=[CH:7][C:6]([N:9]2[CH2:14][CH2:13][N:12]([CH2:15][C:16]([CH3:21])([N+:18]([O-])=O)[CH3:17])[CH2:11][CH2:10]2)=[CH:5][CH:4]=1, predict the reaction product. The product is: [CH3:1][O:2][C:3]1[CH:4]=[CH:5][C:6]([N:9]2[CH2:10][CH2:11][N:12]([CH2:15][C:16]([NH2:18])([CH3:17])[CH3:21])[CH2:13][CH2:14]2)=[CH:7][CH:8]=1. (4) Given the reactants [CH3:1][CH:2]([CH3:17])[CH2:3][CH2:4][S:5][C:6]1[CH:11]=[CH:10][CH:9]=[CH:8][C:7]=1/[CH:12]=[CH:13]/[C:14]([OH:16])=O.[NH2:18][CH2:19][CH2:20][CH2:21][CH2:22][CH2:23][OH:24], predict the reaction product. The product is: [OH:24][CH2:23][CH2:22][CH2:21][CH2:20][CH2:19][NH:18][C:14](=[O:16])/[CH:13]=[CH:12]/[C:7]1[CH:8]=[CH:9][CH:10]=[CH:11][C:6]=1[S:5][CH2:4][CH2:3][CH:2]([CH3:1])[CH3:17].